From a dataset of Peptide-MHC class II binding affinity with 134,281 pairs from IEDB. Regression. Given a peptide amino acid sequence and an MHC pseudo amino acid sequence, predict their binding affinity value. This is MHC class II binding data. (1) The peptide sequence is AFKIGLHTEFQTVSF. The MHC is DRB1_0405 with pseudo-sequence DRB1_0405. The binding affinity (normalized) is 0.547. (2) The peptide sequence is VMELYADVVPKTAEN. The MHC is DRB5_0101 with pseudo-sequence DRB5_0101. The binding affinity (normalized) is 0.212. (3) The peptide sequence is SSNPTILSEGNSFTA. The MHC is HLA-DPA10103-DPB10401 with pseudo-sequence HLA-DPA10103-DPB10401. The binding affinity (normalized) is 0.0725. (4) The peptide sequence is PYVSKNPRQAYANYR. The MHC is DRB1_0401 with pseudo-sequence DRB1_0401. The binding affinity (normalized) is 0.307.